From a dataset of Full USPTO retrosynthesis dataset with 1.9M reactions from patents (1976-2016). Predict the reactants needed to synthesize the given product. (1) Given the product [CH3:18][O:17][C:16]1[CH:15]=[CH:14][CH:13]=[C:12]([O:19][CH3:20])[C:11]=1[CH:2]1[N:1]([CH2:28][C:27]2[CH:30]=[CH:31][CH:32]=[C:25]([O:24][CH:21]([CH3:23])[CH3:22])[CH:26]=2)[C:5](=[O:7])[CH:4]([CH3:10])[CH2:3]1, predict the reactants needed to synthesize it. The reactants are: [NH2:1][CH:2]([C:11]1[C:16]([O:17][CH3:18])=[CH:15][CH:14]=[CH:13][C:12]=1[O:19][CH3:20])[CH2:3][CH:4]([CH3:10])[C:5]([O:7]CC)=O.[CH:21]([O:24][C:25]1[CH:26]=[C:27]([CH:30]=[CH:31][CH:32]=1)[CH:28]=O)([CH3:23])[CH3:22]. (2) Given the product [CH3:1][N:2]([CH3:15])[C:3]1([C:13]2[CH:20]=[CH:21][CH:16]=[CH:17][CH:18]=2)[CH2:12][CH2:11][C:6]2([O:10][CH2:9][CH2:8][O:7]2)[CH2:5][CH2:4]1, predict the reactants needed to synthesize it. The reactants are: [CH3:1][N:2]([CH3:15])[C:3]1([C:13]#N)[CH2:12][CH2:11][C:6]2([O:10][CH2:9][CH2:8][O:7]2)[CH2:5][CH2:4]1.[C:16]1([Mg]Cl)[CH:21]=[CH:20]C=[CH:18][CH:17]=1. (3) Given the product [F:1][C:2]1[CH:3]=[CH:4][C:5]([NH:6][C:7]2[CH:19]=[C:18](/[CH:20]=[CH:21]/[C:22]3[CH:27]=[CH:26][CH:25]=[C:24]([CH3:28])[CH:23]=3)[CH:17]=[CH:16][C:8]=2[C:9]([OH:11])=[O:10])=[CH:29][CH:30]=1, predict the reactants needed to synthesize it. The reactants are: [F:1][C:2]1[CH:30]=[CH:29][C:5]([NH:6][C:7]2[CH:19]=[C:18](/[CH:20]=[CH:21]/[C:22]3[CH:27]=[CH:26][CH:25]=[C:24]([CH3:28])[CH:23]=3)[CH:17]=[CH:16][C:8]=2[C:9]([O:11]C(C)(C)C)=[O:10])=[CH:4][CH:3]=1. (4) The reactants are: [F:1][C:2]1[CH:10]=[CH:9][C:8]([N+:11]([O-:13])=[O:12])=[CH:7][C:3]=1[C:4]([OH:6])=O.[CH2:14]([NH2:20])[C:15]1[O:19][CH:18]=[CH:17][CH:16]=1.CN(C(ON1N=NC2C=CC=CC1=2)=[N+](C)C)C.F[P-](F)(F)(F)(F)F.C1C=CC2N(O)N=NC=2C=1.CN1CCOCC1.Cl. Given the product [O:19]1[CH:18]=[CH:17][CH:16]=[C:15]1[CH2:14][NH:20][C:4](=[O:6])[C:3]1[CH:7]=[C:8]([N+:11]([O-:13])=[O:12])[CH:9]=[CH:10][C:2]=1[F:1], predict the reactants needed to synthesize it.